Predict the product of the given reaction. From a dataset of Forward reaction prediction with 1.9M reactions from USPTO patents (1976-2016). (1) Given the reactants [OH:1][CH2:2][C:3]1[CH:4]=[C:5]([C:9]2[CH:10]=[C:11]3[C:15](=[C:16]([CH3:18])[CH:17]=2)[C:14](=[O:19])[N:13]([CH2:20][C:21]2[CH:26]=[CH:25][C:24]([O:27][C:28]([F:31])([F:30])[F:29])=[CH:23][CH:22]=2)[CH2:12]3)[CH:6]=[N:7][CH:8]=1.C(N(CC)CC)C.[CH3:39][S:40](Cl)(=[O:42])=[O:41], predict the reaction product. The product is: [CH3:18][C:16]1[CH:17]=[C:9]([C:5]2[CH:4]=[C:3]([CH2:2][O:1][S:40]([CH3:39])(=[O:42])=[O:41])[CH:8]=[N:7][CH:6]=2)[CH:10]=[C:11]2[C:15]=1[C:14](=[O:19])[N:13]([CH2:20][C:21]1[CH:22]=[CH:23][C:24]([O:27][C:28]([F:30])([F:31])[F:29])=[CH:25][CH:26]=1)[CH2:12]2. (2) The product is: [F:1][C:2]1[CH:16]=[CH:15][C:5]([CH2:6][O:7][C:8]2[CH:13]=[CH:12][N:11]([C:18]3[CH:19]=[CH:20][C:21]4[C:22]5[CH2:32][CH2:31][N:30]([C:33]([O:35][C:36]([CH3:39])([CH3:38])[CH3:37])=[O:34])[CH2:29][CH2:28][C:23]=5[N:24]([CH3:27])[C:25]=4[CH:26]=3)[C:10](=[O:14])[CH:9]=2)=[CH:4][CH:3]=1. Given the reactants [F:1][C:2]1[CH:16]=[CH:15][C:5]([CH2:6][O:7][C:8]2[CH:13]=[CH:12][NH:11][C:10](=[O:14])[CH:9]=2)=[CH:4][CH:3]=1.Br[C:18]1[CH:19]=[CH:20][C:21]2[C:22]3[CH2:32][CH2:31][N:30]([C:33]([O:35][C:36]([CH3:39])([CH3:38])[CH3:37])=[O:34])[CH2:29][CH2:28][C:23]=3[N:24]([CH3:27])[C:25]=2[CH:26]=1.OC1C=CC=C2C=1N=CC=C2.C([O-])([O-])=O.[Cs+].[Cs+].C, predict the reaction product. (3) Given the reactants [CH3:1][C@:2]1([NH:10][C:11](=[O:18])[C:12]2[CH:17]=[CH:16][CH:15]=[CH:14][CH:13]=2)[C@@H:9]2[C@@H:5]([CH2:6][NH:7][CH2:8]2)[CH2:4][CH2:3]1.Br[C:20]1[CH:25]=[CH:24][CH:23]=[C:22]([C:26]([F:29])([F:28])[F:27])[N:21]=1.C(N(CC)CC)C, predict the reaction product. The product is: [CH3:1][C@:2]1([NH:10][C:11](=[O:18])[C:12]2[CH:17]=[CH:16][CH:15]=[CH:14][CH:13]=2)[C@@H:9]2[C@@H:5]([CH2:6][N:7]([C:20]3[CH:25]=[CH:24][CH:23]=[C:22]([C:26]([F:29])([F:28])[F:27])[N:21]=3)[CH2:8]2)[CH2:4][CH2:3]1.